Task: Predict the product of the given reaction.. Dataset: Forward reaction prediction with 1.9M reactions from USPTO patents (1976-2016) (1) Given the reactants [NH2:1][C:2]1[CH:3]=[N:4][CH:5]=[CH:6][CH:7]=1.[NH2:8][C:9]1[C:10]([C:16](OC)=[O:17])=[N:11][C:12]([Br:15])=[CH:13][N:14]=1.N12CCCN=C1CCCCC2, predict the reaction product. The product is: [NH2:8][C:9]1[C:10]([C:16]([NH:1][C:2]2[CH:3]=[N:4][CH:5]=[CH:6][CH:7]=2)=[O:17])=[N:11][C:12]([Br:15])=[CH:13][N:14]=1. (2) Given the reactants [C:1]([O:5][CH:6]([C:11]1[C:16]([CH3:17])=[CH:15][CH:14]=[C:13]([CH3:18])[C:12]=1[C:19]1[CH:20]=[CH:21][C:22]2[O:27][CH2:26][CH2:25][CH2:24][C:23]=2[CH:28]=1)[C:7]([O:9]C)=[O:8])([CH3:4])([CH3:3])[CH3:2].CO.[OH-].[Li+].Cl, predict the reaction product. The product is: [C:1]([O:5][CH:6]([C:11]1[C:16]([CH3:17])=[CH:15][CH:14]=[C:13]([CH3:18])[C:12]=1[C:19]1[CH:20]=[CH:21][C:22]2[O:27][CH2:26][CH2:25][CH2:24][C:23]=2[CH:28]=1)[C:7]([OH:9])=[O:8])([CH3:4])([CH3:2])[CH3:3]. (3) Given the reactants [NH2:1][C:2]1[C:3]([C:24]([NH:26][C:27]2[C:32]([N:33]3[CH2:38][CH2:37][C:36]([NH:40]C(=O)OC(C)(C)C)([CH3:39])[CH2:35][CH2:34]3)=[CH:31][CH:30]=[CH:29][N:28]=2)=[O:25])=[N:4][C:5]([C:8]2[C:13]([C:14]([F:17])([F:16])[F:15])=[CH:12][CH:11]=[C:10]([N:18]3[CH2:21][C:20]([F:23])([F:22])[CH2:19]3)[N:9]=2)=[CH:6][N:7]=1.FC(F)(F)C(O)=O.C(=O)(O)[O-].[Na+], predict the reaction product. The product is: [NH2:1][C:2]1[C:3]([C:24]([NH:26][C:27]2[C:32]([N:33]3[CH2:38][CH2:37][C:36]([NH2:40])([CH3:39])[CH2:35][CH2:34]3)=[CH:31][CH:30]=[CH:29][N:28]=2)=[O:25])=[N:4][C:5]([C:8]2[C:13]([C:14]([F:16])([F:17])[F:15])=[CH:12][CH:11]=[C:10]([N:18]3[CH2:19][C:20]([F:23])([F:22])[CH2:21]3)[N:9]=2)=[CH:6][N:7]=1. (4) Given the reactants [Cl:1][C:2]1[CH:3]=[C:4]([CH:9]2[CH2:14][CH2:13][CH2:12][CH2:11][C:10]2=[O:15])[CH:5]=[C:6]([Cl:8])[CH:7]=1.[Br:16]Br, predict the reaction product. The product is: [Br:16][CH:11]1[CH2:12][CH2:13][CH2:14][CH:9]([C:4]2[CH:3]=[C:2]([Cl:1])[CH:7]=[C:6]([Cl:8])[CH:5]=2)[C:10]1=[O:15]. (5) Given the reactants [C:1]([N:20]1[CH:28]=[N:27][C:26]2[C:21]1=[N:22][CH:23]=[N:24][C:25]=2[NH:29][C:30](=[O:36])[O:31][C:32]([CH3:35])([CH3:34])[CH3:33])([C:14]1[CH:19]=[CH:18][CH:17]=[CH:16][CH:15]=1)([C:8]1[CH:13]=[CH:12][CH:11]=[CH:10][CH:9]=1)[C:2]1[CH:7]=[CH:6][CH:5]=[CH:4][CH:3]=1.[H-].[Na+].Br[CH2:40][C:41]1[O:42][C:43](=[O:57])[C:44]2[C:49]([C:50]=1[C:51]1[CH:56]=[CH:55][CH:54]=[CH:53][CH:52]=1)=[CH:48][CH:47]=[CH:46][CH:45]=2.O, predict the reaction product. The product is: [O:57]=[C:43]1[C:44]2[C:49](=[CH:48][CH:47]=[CH:46][CH:45]=2)[C:50]([C:51]2[CH:56]=[CH:55][CH:54]=[CH:53][CH:52]=2)=[C:41]([CH2:40][N:29]([C:25]2[N:24]=[CH:23][N:22]=[C:21]3[C:26]=2[N:27]=[CH:28][N:20]3[C:1]([C:8]2[CH:13]=[CH:12][CH:11]=[CH:10][CH:9]=2)([C:14]2[CH:15]=[CH:16][CH:17]=[CH:18][CH:19]=2)[C:2]2[CH:3]=[CH:4][CH:5]=[CH:6][CH:7]=2)[C:30](=[O:36])[O:31][C:32]([CH3:33])([CH3:35])[CH3:34])[O:42]1. (6) Given the reactants OC[C@H](N[C:11]([C@@H:13]1[CH2:15][C@H:14]1[C:16]1[CH:21]=[CH:20][C:19]([O:22][CH3:23])=[CH:18][CH:17]=1)=[O:12])C1C=CC=CC=1.[O:24]1CCOCC1, predict the reaction product. The product is: [CH3:23][O:22][C:19]1[CH:20]=[CH:21][C:16]([C@@H:14]2[CH2:15][C@H:13]2[C:11]([OH:12])=[O:24])=[CH:17][CH:18]=1. (7) Given the reactants S(=O)(=O)(O)O.[CH2:6]([NH:8][CH2:9][C:10]([OH:12])=[O:11])[CH3:7].[OH-].[Na+].C(=O)([O-])O.[Na+].[CH3:20][CH2:21]O, predict the reaction product. The product is: [CH2:6]([NH:8][CH2:9][C:10]([O:12][CH2:20][CH3:21])=[O:11])[CH3:7]. (8) Given the reactants [N+:1]([C:4]1[CH:9]=[CH:8][CH:7]=[CH:6][C:5]=1[CH2:10][C:11](=O)[CH3:12])([O-])=O.C([O-])(=O)C.[Na+], predict the reaction product. The product is: [CH3:12][C:11]1[NH:1][C:4]2[C:5]([CH:10]=1)=[CH:6][CH:7]=[CH:8][CH:9]=2. (9) Given the reactants [CH2:1]([O:3][C:4](=[O:6])[CH3:5])[CH3:2].Br[C:8]1[CH:9]=[C:10]([S:22][C:23]2[CH:33]=[CH:32][C:26]([O:27]CC(O)=O)=[C:25]([CH3:34])[CH:24]=2)[CH:11]=[C:12]([O:14][CH2:15][CH:16]2[CH2:21][CH2:20][CH2:19][CH2:18][CH2:17]2)[CH:13]=1.[C:35]([C:37]1[CH:42]=[CH:41][C:40]([S:43]([CH3:46])(=[O:45])=[O:44])=[CH:39][CH:38]=1)#[CH:36].O.ClCCl, predict the reaction product. The product is: [CH2:1]([O:3][C:4](=[O:6])[CH2:5][O:27][C:26]1[CH:32]=[CH:33][C:23]([S:22][C:10]2[CH:9]=[C:8]([C:36]#[C:35][C:37]3[CH:38]=[CH:39][C:40]([S:43]([CH3:46])(=[O:45])=[O:44])=[CH:41][CH:42]=3)[CH:13]=[C:12]([O:14][CH2:15][CH:16]3[CH2:21][CH2:20][CH2:19][CH2:18][CH2:17]3)[CH:11]=2)=[CH:24][C:25]=1[CH3:34])[CH3:2]. (10) Given the reactants [N+:1]([C:4]1[CH:5]=[C:6]([NH2:11])[C:7]([NH2:10])=[CH:8][CH:9]=1)([O-:3])=[O:2].[Br:12][C:13]1[CH:14]=[C:15]([C:19](=O)[CH2:20][C:21](OCC)=[O:22])[CH:16]=[CH:17][CH:18]=1, predict the reaction product. The product is: [Br:12][C:13]1[CH:14]=[C:15]([C:19]2[CH2:20][C:21](=[O:22])[NH:11][C:6]3[CH:5]=[C:4]([N+:1]([O-:3])=[O:2])[CH:9]=[CH:8][C:7]=3[N:10]=2)[CH:16]=[CH:17][CH:18]=1.